Dataset: Catalyst prediction with 721,799 reactions and 888 catalyst types from USPTO. Task: Predict which catalyst facilitates the given reaction. (1) Reactant: [CH3:1][Si:2]([C:5]#[C:6][C:7]1[CH:8]=[C:9]([CH2:13][CH2:14][CH2:15][CH2:16][N:17]2C(=O)C3C(=CC=CC=3)C2=O)[CH:10]=[CH:11][CH:12]=1)([CH3:4])[CH3:3].CNN. Product: [CH3:1][Si:2]([C:5]#[C:6][C:7]1[CH:8]=[C:9]([CH2:13][CH2:14][CH2:15][CH2:16][NH2:17])[CH:10]=[CH:11][CH:12]=1)([CH3:3])[CH3:4]. The catalyst class is: 1. (2) Reactant: [CH3:1][O:2][C:3]1[CH:4]=[C:5]2[C:9](=[CH:10][CH:11]=1)[NH:8][CH:7]=[CH:6]2.[OH-].[K+].[CH3:14]I. Product: [O:2]([C:3]1[CH:4]=[C:5]2[C:9](=[CH:10][CH:11]=1)[N:8]([CH3:14])[CH:7]=[CH:6]2)[CH3:1]. The catalyst class is: 3. (3) Reactant: Cl.Cl.[NH2:3][C@H:4]1[CH:9]2[CH2:10][CH2:11][N:6]([CH2:7][CH2:8]2)[CH2:5]1.O=[CH:13][CH2:14][C:15]1[C:23]2[C:22]([C:24]([O:26][CH3:27])=[O:25])=[CH:21][CH:20]=[CH:19][C:18]=2[N:17]([S:28]([C:31]2[CH:36]=[CH:35][CH:34]=[CH:33][CH:32]=2)(=[O:30])=[O:29])[CH:16]=1.C(O[BH-](OC(=O)C)OC(=O)C)(=O)C.[Na+]. Product: [C:31]1([S:28]([N:17]2[C:18]3[CH:19]=[CH:20][CH:21]=[C:22]([C:24]([O:26][CH3:27])=[O:25])[C:23]=3[C:15]([CH2:14][CH2:13][NH:3][C@H:4]3[CH:9]4[CH2:10][CH2:11][N:6]([CH2:7][CH2:8]4)[CH2:5]3)=[CH:16]2)(=[O:29])=[O:30])[CH:32]=[CH:33][CH:34]=[CH:35][CH:36]=1. The catalyst class is: 676. (4) The catalyst class is: 4. Product: [ClH:49].[ClH:49].[NH2:20][C@H:21]([CH2:26][C:27]1[CH:32]=[C:31]([F:33])[C:30]([F:34])=[CH:29][C:28]=1[F:35])[CH2:22][C:23]([N:9]1[CH2:8][CH2:7][N:6]2[CH:11]=[C:3]([C:2]([F:12])([F:1])[F:13])[N:4]=[C:5]2[CH2:10]1)=[O:24]. Reactant: [F:1][C:2]([F:13])([F:12])[C:3]1[N:4]=[C:5]2[CH2:10][NH:9][CH2:8][CH2:7][N:6]2[CH:11]=1.CC(C)(OC([NH:20][C@H:21]([CH2:26][C:27]1[CH:32]=[C:31]([F:33])[C:30]([F:34])=[CH:29][C:28]=1[F:35])[CH2:22][C:23](O)=[O:24])=O)C.C1C=CC2N(O)N=NC=2C=1.C(Cl)C[Cl:49]. (5) Reactant: C([O:3][C:4](=O)[CH2:5][CH2:6][C@H:7]1[CH2:12][CH2:11][C@H:10]([CH2:13][CH2:14][N:15]([C:17]([O:19][C:20]([CH3:23])([CH3:22])[CH3:21])=[O:18])[CH3:16])[CH2:9][CH2:8]1)C.[H-].[Al+3].[Li+].[H-].[H-].[H-]. Product: [C:20]([O:19][C:17](=[O:18])[N:15]([CH2:14][CH2:13][C@H:10]1[CH2:9][CH2:8][C@H:7]([CH2:6][CH2:5][CH2:4][OH:3])[CH2:12][CH2:11]1)[CH3:16])([CH3:21])([CH3:23])[CH3:22]. The catalyst class is: 7. (6) Reactant: [CH2:1]([O:8][C:9]1[CH:10]=[C:11]2[C:16](=[CH:17][CH:18]=1)[C:15](=[O:19])[N:14]([CH2:20][CH:21]([CH3:23])[CH3:22])[C:13]([C:24]([O:26]CC)=[O:25])=[C:12]2[O:29][CH2:30][CH2:31][CH2:32][C:33]([F:36])([F:35])[F:34])[C:2]1[CH:7]=[CH:6][CH:5]=[CH:4][CH:3]=1.[OH-].[Na+].O.Cl. Product: [CH2:1]([O:8][C:9]1[CH:10]=[C:11]2[C:16](=[CH:17][CH:18]=1)[C:15](=[O:19])[N:14]([CH2:20][CH:21]([CH3:23])[CH3:22])[C:13]([C:24]([OH:26])=[O:25])=[C:12]2[O:29][CH2:30][CH2:31][CH2:32][C:33]([F:34])([F:35])[F:36])[C:2]1[CH:3]=[CH:4][CH:5]=[CH:6][CH:7]=1. The catalyst class is: 8.